Task: Predict the reactants needed to synthesize the given product.. Dataset: Full USPTO retrosynthesis dataset with 1.9M reactions from patents (1976-2016) Given the product [F:11][C:9]([F:10])([F:12])[C:7]1[CH:6]=[C:5]([C:13]([CH3:52])([CH3:51])[C:14]([N:16]([C:18]2[CH:19]=[N:20][C:21]([N:32]3[C@H:41]([CH2:42][OH:43])[CH2:40][N:39]4[C@H:34]([CH2:35][O:36][CH2:37][CH2:38]4)[CH2:33]3)=[CH:22][C:23]=2[C:24]2[CH:29]=[CH:28][C:27]([F:30])=[CH:26][C:25]=2[CH3:31])[CH3:17])=[O:15])[CH:4]=[C:3]([C:2]([F:1])([F:54])[F:53])[CH:8]=1, predict the reactants needed to synthesize it. The reactants are: [F:1][C:2]([F:54])([F:53])[C:3]1[CH:4]=[C:5]([C:13]([CH3:52])([CH3:51])[C:14]([N:16]([C:18]2[CH:19]=[N:20][C:21]([N:32]3[C@H:41]([CH2:42][O:43][Si](C(C)(C)C)(C)C)[CH2:40][N:39]4[C@H:34]([CH2:35][O:36][CH2:37][CH2:38]4)[CH2:33]3)=[CH:22][C:23]=2[C:24]2[CH:29]=[CH:28][C:27]([F:30])=[CH:26][C:25]=2[CH3:31])[CH3:17])=[O:15])[CH:6]=[C:7]([C:9]([F:12])([F:11])[F:10])[CH:8]=1.Cl.